This data is from Experimentally validated miRNA-target interactions with 360,000+ pairs, plus equal number of negative samples. The task is: Binary Classification. Given a miRNA mature sequence and a target amino acid sequence, predict their likelihood of interaction. (1) The miRNA is hsa-miR-3620-5p with sequence GUGGGCUGGGCUGGGCUGGGCC. The protein sequence of the target gene is MSKGLPETRTDAAMSELVPEPRPKPAVPMKPMSINSNLLGYIGIDTIIEQMRKKTMKTGFDFNIMVVGQSGLGKSTLVNTLFKSQVSRKASSWNREEKIPKTVEIKAIGHVIEEGGVKMKLTVIDTPGFGDQINNENCWEPIEKYINEQYEKFLKEEVNIARKKRIPDTRVHCCLYFISPTGHSLRPLDLEFMKHLSKVVNIIPVIAKADTMTLEEKSEFKQRVRKELEVNGIEFYPQKEFDEDLEDKTENDKIRQESMPFAVVGSDKEYQVNGKRVLGRKTPWGIIEVENLNHCEFALL.... Result: 0 (no interaction). (2) The miRNA is hsa-miR-6739-3p with sequence AUUGUUCUGUCUUUCUCCCAG. The protein sequence of the target gene is MEREGSGGGGGSAGLLQQILSLKLVPRVGNGTLCPNSTSLCSFPEMWYGVFLWALMSSVFFHVPAGLLALFTLRHHKYGRFMSVSILLMGIVGPITAGILTSAAIAGVYRAAGKEMIPFEALTLGTGQTFCVVVVSFLRVLATL. Result: 0 (no interaction). (3) The miRNA is mmu-miR-34b-5p with sequence AGGCAGUGUAAUUAGCUGAUUGU. The protein sequence of the target gene is MASHVDLLTELQLLEKVPTLERLRAAQKRRAQQLKKWAQYEQDLLHRKRKHERKRSTGGRRKKVSFEASVALLEASLRNDAEEVRYFLKNKVSPDLCNEDGLTALHQCCIDNFEEIVKLLLSHGANVNAKDNELWTPLHAAATCGHINLVKILVQYGADLLAVNSDGNMPYDLCEDEPTLDVIETCMAYQGITQEKINEMRAAPEQKMISDIHCMIAAGQDLDWIDGQGATLLHIAGANGYLRAAELLLDHGVRVDVKDWDGWEPLHAAAFWGQMPMAELLVSHGASLSARTSMDEMPID.... Result: 1 (interaction). (4) The miRNA is hsa-miR-527 with sequence CUGCAAAGGGAAGCCCUUUC. The protein sequence of the target gene is MLEEDMEVAIKMVVVGNGAVGKSSMIQRYCKGIFTKDYKKTIGVDFLERQIQVNDEDVRLMLWDTAGQEEFDAITKAYYRGAQACVLVFSTTDRESFEAVSSWREKVVAEVGDIPTVLVQNKIDLLDDSCIKNEEAEALAKRLKLRFYRTSVKEDLNVNEVFKYLAEKYLQKLKQQIAEDPELTHSSSNKIGVFNTSGGSHSGQNSGTLNGGDVINLRPNKQRTKKNRNPFSSCSIP. Result: 1 (interaction). (5) The miRNA is mmu-miR-1199-5p with sequence UCUGAGUCCCGGUCGCGCGG. The protein sequence of the target gene is MEAALADGEPDRSSLLGDSKDVLGPSTVVANSDEPQHLTPGKMSQRQGRDANPTPTRDLPQPSLSPASLHSQGFERGKEDISQNKDDSSLSMSKSKSESKLYNGSEKDSSTSSKLTKKESLKVQKKNYREEKKRATKELLSTITDPSVIVMADWLKIRGTLKSWTKLWCVLKPGVLLIYKTQKNGQWVGTVLLNACEIIERPSKKDGFCFKLFHPLEQSIWAVKGPKGEAVGSITQPLPSSYLIIRATSESDGRCWMDALELALKCSSLLKRTMVREGKEHDLSISSDSTHVTLYGLLRA.... Result: 1 (interaction). (6) The miRNA is hsa-miR-6516-5p with sequence UUUGCAGUAACAGGUGUGAGCA. The protein sequence of the target gene is MFSLPLNCSPDHIRRGSCWGRPQDLKIAAPAWNSKCHPGAGAAMARQHARTLWYDRPRYVFMEFCVEDSTDVHVLIEDHRIVFSCKNADGVELYNEIEFYAKVNSKPVWLSVDFDNWRDWEGDEEMELAHVEHYAELLKKVSTKRPPPAMDDLDDDSDSADDATSN. Result: 1 (interaction). (7) The miRNA is hsa-miR-6820-3p with sequence UGUGACUUCUCCCCUGCCACAG. The protein sequence of the target gene is MPRAPAPLYACLLGLCALLPRLAGLNICTSGSATSCEECLLIHPKCAWCSKEDFGSPRSITSRCDLRANLVKNGCGGEIESPASSFHVLRSLPLSSKGSGSAGWDVIQMTPQEIAVNLRPGDKTTFQLQVRQVEDYPVDLYYLMDLSLSMKDDLDNIRSLGTKLAEEMRKLTSNFRLGFGSFVDKDISPFSYTAPRYQTNPCIGYKLFPNCVPSFGFRHLLPLTDRVDSFNEEVRKQRVSRNRDAPEGGFDAVLQAAVCKEKIGWRKDALHLLVFTTDDVPHIALDGKLGGLVQPHDGQC.... Result: 0 (no interaction). (8) The miRNA is hsa-miR-135b-3p with sequence AUGUAGGGCUAAAAGCCAUGGG. The protein sequence of the target gene is MARHVFLTGPPGVGKTTLIHKASEVLKSSGVPVDGFYTEEVRQGGRRIGFDVVTLSGTRGPLSRVGLEPPPGKRECRVGQYVVDLTSFEQLALPVLRNADCSSGPGQRVCVIDEIGKMELFSQLFIQAVRQTLSTPGTIILGTIPVPKGKPLALVEEIRNRKDVKVFNVTKENRNHLLPDIVTCVQSSRK. Result: 1 (interaction). (9) The miRNA is mmu-miR-103-3p with sequence AGCAGCAUUGUACAGGGCUAUGA. The protein sequence of the target gene is MFTLSQTSRAWFIDRARQAREERLVQKERERAAVVIQAHVRSFLCRSRLQRDIRREIDDFFKADDPESTKRSALCIFKIARKLLFLFRIKEDNERFEKLCRSILSSMDAENEPKVWYVSLACSKDLTLLWIQQIKNILWYCCDFLKQLKPEILQDSRLITLYLTMLVTFTDTSTWKILRGKGESLRPAMNHICANIMGHLNQHGFYSVLQILLTRGLARPRPCLSKGTLTAAFSLALRPVIAAQFSDNLIRPFLIHIMSVPALVTHLSTVTPERLTVLESHDMLRKFIIFLRDQDRCRDV.... Result: 0 (no interaction). (10) The miRNA is hsa-miR-2467-3p with sequence AGCAGAGGCAGAGAGGCUCAGG. The protein sequence of the target gene is MGAAVFFGCTFVAFGPAFALFLITVAGDPLRVIILVAGAFFWLVSLLLASVVWFILVHVTDRSDARLQYGLLIFGAAVSVLLQEVFRFAYYKLLKKADEGLASLSEDGRSPISIRQMAYVSGLSFGIISGVFSVINILADALGPGVVGIHGDSPYYFLTSAFLTAAIILLHTFWGVVFFDACERRRYWALGLVVGSHLLTSGLTFLNPWYEASLLPIYAVTVSMGLWAFITAGGSLRSIQRSLLCRRQEDSRVMVYSALRIPPED. Result: 1 (interaction).